This data is from Peptide-MHC class II binding affinity with 134,281 pairs from IEDB. The task is: Regression. Given a peptide amino acid sequence and an MHC pseudo amino acid sequence, predict their binding affinity value. This is MHC class II binding data. (1) The peptide sequence is FESYKMDSRIARALR. The MHC is DRB1_0301 with pseudo-sequence DRB1_0301. The binding affinity (normalized) is 0.575. (2) The peptide sequence is AEEVEKIEKTEEPAP. The MHC is DRB1_1302 with pseudo-sequence DRB1_1302. The binding affinity (normalized) is 0.328. (3) The peptide sequence is QRTVAVYSLKIAGWHGPKAPYTSTLLPPEL. The MHC is DRB1_0101 with pseudo-sequence DRB1_0101. The binding affinity (normalized) is 0.348.